From a dataset of Peptide-MHC class I binding affinity with 185,985 pairs from IEDB/IMGT. Regression. Given a peptide amino acid sequence and an MHC pseudo amino acid sequence, predict their binding affinity value. This is MHC class I binding data. The peptide sequence is AALEGLSGF. The MHC is HLA-B27:05 with pseudo-sequence HLA-B27:05. The binding affinity (normalized) is 0.213.